This data is from NCI-60 drug combinations with 297,098 pairs across 59 cell lines. The task is: Regression. Given two drug SMILES strings and cell line genomic features, predict the synergy score measuring deviation from expected non-interaction effect. (1) Drug 1: CC1=C(C(=O)C2=C(C1=O)N3CC4C(C3(C2COC(=O)N)OC)N4)N. Drug 2: B(C(CC(C)C)NC(=O)C(CC1=CC=CC=C1)NC(=O)C2=NC=CN=C2)(O)O. Cell line: IGROV1. Synergy scores: CSS=21.5, Synergy_ZIP=-3.56, Synergy_Bliss=-1.59, Synergy_Loewe=-18.8, Synergy_HSA=-1.02. (2) Drug 1: CN(C)C1=NC(=NC(=N1)N(C)C)N(C)C. Drug 2: CC1=C(C=C(C=C1)C(=O)NC2=CC(=CC(=C2)C(F)(F)F)N3C=C(N=C3)C)NC4=NC=CC(=N4)C5=CN=CC=C5. Cell line: KM12. Synergy scores: CSS=28.1, Synergy_ZIP=-5.17, Synergy_Bliss=-2.48, Synergy_Loewe=5.77, Synergy_HSA=5.77. (3) Drug 1: CC1=CC2C(CCC3(C2CCC3(C(=O)C)OC(=O)C)C)C4(C1=CC(=O)CC4)C. Drug 2: CC1C(C(CC(O1)OC2CC(CC3=C2C(=C4C(=C3O)C(=O)C5=C(C4=O)C(=CC=C5)OC)O)(C(=O)CO)O)N)O.Cl. Cell line: MDA-MB-435. Synergy scores: CSS=60.4, Synergy_ZIP=1.13, Synergy_Bliss=2.22, Synergy_Loewe=-9.37, Synergy_HSA=4.08. (4) Drug 1: C1C(C(OC1N2C=C(C(=O)NC2=O)F)CO)O. Drug 2: C1=NC2=C(N=C(N=C2N1C3C(C(C(O3)CO)O)O)F)N. Cell line: NCI-H226. Synergy scores: CSS=9.77, Synergy_ZIP=-2.43, Synergy_Bliss=0.792, Synergy_Loewe=7.41, Synergy_HSA=2.11.